The task is: Predict the product of the given reaction.. This data is from Forward reaction prediction with 1.9M reactions from USPTO patents (1976-2016). (1) Given the reactants CO[C:3]([C:5]1[C:6](=[O:17])[S:7][C:8]2[C:13]([C:14]=1[OH:15])=[CH:12][CH:11]=[C:10]([Cl:16])[CH:9]=2)=[O:4].[NH2:18][C@H:19]([C:21]([OH:23])=[O:22])[CH3:20].C[O-].[Na+].Cl, predict the reaction product. The product is: [Cl:16][C:10]1[CH:9]=[C:8]2[C:13]([C:14]([OH:15])=[C:5]([C:3]([NH:18][C@@H:19]([CH3:20])[C:21]([OH:23])=[O:22])=[O:4])[C:6](=[O:17])[S:7]2)=[CH:12][CH:11]=1. (2) Given the reactants [C:1]([C:3]1[CH:4]=[C:5]([CH:32]=[CH:33][C:34]=1[F:35])[CH2:6][O:7][N:8]=[C:9]1[CH2:14][CH2:13][N:12]([S:15]([C:18]2[CH:19]=[CH:20][C:21]3[N:25]=[C:24]([NH:26]C(=O)OC)[NH:23][C:22]=3[CH:31]=2)(=[O:17])=[O:16])[CH2:11][CH2:10]1)#[N:2].[OH-].[K+], predict the reaction product. The product is: [NH2:26][C:24]1[NH:23][C:22]2[CH:31]=[C:18]([S:15]([N:12]3[CH2:13][CH2:14][C:9](=[N:8][O:7][CH2:6][C:5]4[CH:32]=[CH:33][C:34]([F:35])=[C:3]([CH:4]=4)[C:1]#[N:2])[CH2:10][CH2:11]3)(=[O:16])=[O:17])[CH:19]=[CH:20][C:21]=2[N:25]=1. (3) Given the reactants [H-].C([Al+]CC(C)C)C(C)C.[CH2:11]([N:18]1[CH2:23][CH2:22][CH:21]([NH:24][C:25]([NH:27][C@H:28]([C:36](OC)=O)[CH2:29][C:30]2[CH:35]=[CH:34][CH:33]=[CH:32][CH:31]=2)=[O:26])[CH2:20][CH2:19]1)[C:12]1[CH:17]=[CH:16][CH:15]=[CH:14][CH:13]=1, predict the reaction product. The product is: [CH2:29]([C:28]1[NH:27][C:25](=[O:26])[N:24]([CH:21]2[CH2:22][CH2:23][N:18]([CH2:11][C:12]3[CH:17]=[CH:16][CH:15]=[CH:14][CH:13]=3)[CH2:19][CH2:20]2)[CH:36]=1)[C:30]1[CH:35]=[CH:34][CH:33]=[CH:32][CH:31]=1. (4) Given the reactants [F:1][C:2]([F:12])([F:11])[C:3]1[CH:4]=[C:5]([CH:8]=[CH:9][CH:10]=1)[CH:6]=[O:7].[CH:13]([Mg]Br)=[CH2:14].[Cl-].[NH4+], predict the reaction product. The product is: [F:1][C:2]([F:11])([F:12])[C:3]1[CH:4]=[C:5]([CH:6]([OH:7])[CH:13]=[CH2:14])[CH:8]=[CH:9][CH:10]=1.